This data is from Experimentally validated miRNA-target interactions with 360,000+ pairs, plus equal number of negative samples. The task is: Binary Classification. Given a miRNA mature sequence and a target amino acid sequence, predict their likelihood of interaction. (1) The miRNA is hsa-miR-4296 with sequence AUGUGGGCUCAGGCUCA. The protein sequence of the target gene is MSRPSSTGPSANKPCSKQPPPQPQHTPSPAAPPAAATISAAGPGSSAVPAAAAVISGPGGGGGAGPVSPQHHELTSLFECPVCFDYVLPPILQCQAGHLVCNQCRQKLSCCPTCRGALTPSIRNLAMEKVASAVLFPCKYATTGCSLTLHHTEKPEHEDICEYRPYSCPCPGASCKWQGSLEAVMSHLMHAHKSITTLQGEDIVFLATDINLPGAVDWVMMQSCFGHHFMLVLEKQEKYEGHQQFFAIVLLIGTRKQAENFAYRLELNGNRRRLTWEATPRSIHDGVAAAIMNSDCLVFD.... Result: 1 (interaction). (2) The miRNA is mmu-miR-329-3p with sequence AACACACCCAGCUAACCUUUUU. The protein sequence of the target gene is MEHQLLCCEVETIRRAYPDTNLLNDRVLRAMLKTEETCAPSVSYFKCVQKEIVPSMRKIVATWMLEVCEEQKCEEEVFPLAMNYLDRFLSLEPLKKSRLQLLGATCMFVASKMKETIPLTAEKLCIYTDNSIRPEELLQMELLLVNKLKWNLAAMTPHDFIEHFLSKMPEADENKQTIRKHAQTFVALCATDVKFISNPPSMVAAGSVVAAMQGLNLGSPNNFLSCYRTTHFLSRVIKCDPDCLRACQEQIEALLESSLRQAQQNVDPKATEEEGEVEEEAGLACTPTDVRDVDI. Result: 1 (interaction). (3) The miRNA is hsa-miR-548ag with sequence AAAGGUAAUUGUGGUUUCUGC. The protein sequence of the target gene is MPGWRLLTQVGAQVLGRLGDGLGAALGPGNRTHIWLFVRGLHGKSGTWWDEHLSEENVPFIKQLVSDEDKAQLASKLCPLKDEPWPIHPWEPGSFRVGLIALKLGMMPLWTKDGQKHVVTLLQVQDCHVLKYTSKENCNGKMATLSVGGKTVSRFRKATSILEFYRELGLPPKQTVKIFNITDNAAIKPGTPLYAAHFRPGQYVDVTAKTIGKGFQGVMKRWGFKGQPATHGQTKTHRRPGAVATGDIGRVWPGTKMPGKMGNIYRTEYGLKVWRINTKHNIIYVNGSVPGHKNCLVKVK.... Result: 1 (interaction).